From a dataset of Forward reaction prediction with 1.9M reactions from USPTO patents (1976-2016). Predict the product of the given reaction. (1) Given the reactants [OH:1][C:2]1[CH:11]=[CH:10][C:9]([O:12][CH3:13])=[CH:8][C:3]=1[C:4]([NH:6][OH:7])=[NH:5].[O:14]1[CH:18]=[CH:17][CH:16]=[C:15]1[C:19](O)=O, predict the reaction product. The product is: [O:14]1[CH:18]=[CH:17][CH:16]=[C:15]1[C:19]1[O:7][N:6]=[C:4]([C:3]2[CH:8]=[C:9]([O:12][CH3:13])[CH:10]=[CH:11][C:2]=2[OH:1])[N:5]=1. (2) Given the reactants [CH2:1]([NH2:8])[C:2]1[CH:7]=[CH:6][CH:5]=[CH:4][CH:3]=1.[CH3:9][O:10][C:11]([C:13]1[CH:14]=[C:15]([CH3:35])[C:16]2[O:22][C:21]3[C:23]([Cl:31])=[CH:24][C:25]([NH:27][CH2:28][CH2:29]Cl)=[CH:26][C:20]=3[CH2:19][S:18](=[O:33])(=[O:32])[C:17]=2[CH:34]=1)=[O:12], predict the reaction product. The product is: [CH3:9][O:10][C:11]([C:13]1[CH:14]=[C:15]([CH3:35])[C:16]2[O:22][C:21]3[C:23]([Cl:31])=[CH:24][C:25]([NH:27][CH2:28][CH2:29][NH:8][CH2:1][C:2]4[CH:7]=[CH:6][CH:5]=[CH:4][CH:3]=4)=[CH:26][C:20]=3[CH2:19][S:18](=[O:32])(=[O:33])[C:17]=2[CH:34]=1)=[O:12]. (3) Given the reactants [CH:1](=O)[C:2]1[CH:7]=[CH:6][CH:5]=[CH:4][CH:3]=1.[CH2:9]([NH2:13])[C:10](=[CH2:12])[CH3:11].[O-]S([O-])(=O)=O.[Mg+2].[BH4-].[Na+], predict the reaction product. The product is: [CH2:1]([NH:13][CH2:9][C:10]([CH3:12])=[CH2:11])[C:2]1[CH:7]=[CH:6][CH:5]=[CH:4][CH:3]=1.